Task: Predict which catalyst facilitates the given reaction.. Dataset: Catalyst prediction with 721,799 reactions and 888 catalyst types from USPTO (1) Reactant: [CH3:1][O:2][C:3]([N:5]1[CH2:20][CH2:19][C:8]2([CH2:11][N:10](C(OC(C)(C)C)=O)[CH2:9]2)[CH2:7][CH2:6]1)=[O:4].[ClH:21]. Product: [CH3:1][O:2][C:3]([N:5]1[CH2:6][CH2:7][C:8]2([CH2:11][NH:10][CH2:9]2)[CH2:19][CH2:20]1)=[O:4].[ClH:21]. The catalyst class is: 71. (2) Reactant: [C:1]([O:5][C:6](=[O:19])[NH:7][C@H:8]([C:13](=[O:18])N(OC)C)[CH2:9][CH2:10][CH2:11][CH3:12])([CH3:4])([CH3:3])[CH3:2].[H-].[H-].[H-].[H-].[Li+].[Al+3]. Product: [C:1]([O:5][C:6](=[O:19])[NH:7][C@H:8]([CH:13]=[O:18])[CH2:9][CH2:10][CH2:11][CH3:12])([CH3:2])([CH3:3])[CH3:4]. The catalyst class is: 1. (3) Reactant: [F:1][C:2]([F:39])([F:38])[C:3]1[CH:4]=[C:5]([CH:35]=[CH:36][CH:37]=1)[C:6](=[N:8][O:9][C:10]([C:12]1[CH:34]=[CH:33][C:15]2[S:16][CH2:17][CH2:18][N:19]([S:20]([C:23]3[CH:28]=[CH:27][C:26]([C:29]([F:32])([F:31])[F:30])=[CH:25][CH:24]=3)(=[O:22])=[O:21])[C:14]=2[CH:13]=1)=O)[NH2:7].FC(F)(F)C1C=C(C2N=C(C3C=CC4SCCN(S(C5C=CC(C(F)(F)F)=CC=5)(=O)=O)C=4C=3)ON=2)C=CC=1.CCCC[N+](CCCC)(CCCC)CCCC.[F-].C1COCC1. Product: [F:38][C:2]([F:1])([F:39])[C:3]1[CH:4]=[C:5]([C:6]2[N:7]=[C:10]([C:12]3[CH:34]=[CH:33][C:15]4[S:16][CH2:17][CH2:18][N:19]([S:20]([C:23]5[CH:24]=[CH:25][C:26]([C:29]([F:30])([F:31])[F:32])=[CH:27][CH:28]=5)(=[O:21])=[O:22])[C:14]=4[CH:13]=3)[O:9][N:8]=2)[CH:35]=[CH:36][CH:37]=1. The catalyst class is: 387. (4) Reactant: [CH3:1][C:2]1[CH:7]=[CH:6][C:5]([S:8]([O:11][CH2:12]OS(C2C=CC(C)=CC=2)(=O)=O)(=[O:10])=[O:9])=[CH:4][CH:3]=1.CCCC[N+](CCCC)(CCCC)CCCC.[F-:41]. Product: [CH3:1][C:2]1[CH:7]=[CH:6][C:5]([S:8]([O:11][CH2:12][F:41])(=[O:10])=[O:9])=[CH:4][CH:3]=1. The catalyst class is: 10. (5) Reactant: [CH:1]1([NH:4][C:5](=[O:25])[C:6]2[CH:11]=[CH:10][C:9]([CH3:12])=[C:8]([N:13]3[C:22](=[O:23])[C:21]4[C:16](=[CH:17][CH:18]=[C:19]([OH:24])[CH:20]=4)[N:15]=[CH:14]3)[CH:7]=2)[CH2:3][CH2:2]1.Cl.[CH3:27][N:28]([CH3:32])[CH2:29][CH2:30]Cl.C(=O)([O-])[O-].[K+].[K+].[I-].[Na+]. Product: [CH:1]1([NH:4][C:5](=[O:25])[C:6]2[CH:11]=[CH:10][C:9]([CH3:12])=[C:8]([N:13]3[C:22](=[O:23])[C:21]4[C:16](=[CH:17][CH:18]=[C:19]([O:24][CH2:30][CH2:29][N:28]([CH3:32])[CH3:27])[CH:20]=4)[N:15]=[CH:14]3)[CH:7]=2)[CH2:3][CH2:2]1. The catalyst class is: 21.